This data is from Reaction yield outcomes from USPTO patents with 853,638 reactions. The task is: Predict the reaction yield, written as a fraction of the theoretical maximum amount of product (1.0 means a 100% yield; for example, 0.34 means a 34% yield). (1) The reactants are [NH:1]1[C:5]2[CH:6]=[CH:7][CH:8]=[CH:9][C:4]=2[CH2:3][S:2]1(=[O:11])=[O:10].CI.[C:14](=O)([O-])[O-].[K+].[K+]. The catalyst is CN(C)C=O.C1(C)C=CC=CC=1.C(OCC)(=O)C. The product is [CH3:14][N:1]1[C:5]2[CH:6]=[CH:7][CH:8]=[CH:9][C:4]=2[CH2:3][S:2]1(=[O:10])=[O:11]. The yield is 0.630. (2) The reactants are [NH3:1].[CH:2]1([C:7]2[N:12]=[C:11]([CH2:13][C:14]3[CH:19]=[CH:18][C:17]([CH2:20][C:21]([O:23]C)=O)=[CH:16][CH:15]=3)[CH:10]=[C:9]([CH2:25][CH3:26])[N:8]=2)[CH2:6][CH2:5][CH2:4][CH2:3]1. No catalyst specified. The product is [CH:2]1([C:7]2[N:12]=[C:11]([CH2:13][C:14]3[CH:15]=[CH:16][C:17]([CH2:20][C:21]([NH2:1])=[O:23])=[CH:18][CH:19]=3)[CH:10]=[C:9]([CH2:25][CH3:26])[N:8]=2)[CH2:6][CH2:5][CH2:4][CH2:3]1. The yield is 0.590. (3) The reactants are [CH2:1]([C@@:3]1([C:28](Cl)=[O:29])[CH2:8][CH2:7][C:6]2[C:9]3[C:14]([NH:15][C:16]4[CH:17]=[C:18]5[C:22](=[CH:23][C:24]=4[O:25][CH3:26])[NH:21][N:20]=[CH:19]5)=[N:13][CH:12]=[N:11][C:10]=3[S:27][C:5]=2[CH2:4]1)[CH3:2].[CH3:31][C@@H:32]1[CH2:37][O:36][CH2:35][CH2:34][NH:33]1. The catalyst is CN(C)C(=O)C. The product is [CH2:1]([C@@:3]1([C:28]([N:33]2[CH2:34][CH2:35][O:36][CH2:37][C@H:32]2[CH3:31])=[O:29])[CH2:8][CH2:7][C:6]2[C:9]3[C:14]([NH:15][C:16]4[CH:17]=[C:18]5[C:22](=[CH:23][C:24]=4[O:25][CH3:26])[NH:21][N:20]=[CH:19]5)=[N:13][CH:12]=[N:11][C:10]=3[S:27][C:5]=2[CH2:4]1)[CH3:2]. The yield is 0.0600. (4) The reactants are [Cl:1][C:2]1[C:7]([NH:8][NH2:9])=[N:6][CH:5]=[CH:4][N:3]=1.CO[C:12](OC)(OC)[C:13]1[CH:18]=[CH:17][CH:16]=[CH:15][CH:14]=1. No catalyst specified. The product is [Cl:1][C:2]1[C:7]2[N:6]([C:12]([C:13]3[CH:18]=[CH:17][CH:16]=[CH:15][CH:14]=3)=[N:9][N:8]=2)[CH:5]=[CH:4][N:3]=1. The yield is 1.00. (5) The reactants are [Br:1][C:2]1[CH:11]=[C:10]2[C:5]([C:6]3[CH:16]=[CH:15][C:14]([Br:17])=[CH:13][C:7]=3[C:8](=O)[O:9]2)=[CH:4][CH:3]=1.[Li+].[BH4-]. The catalyst is C1COCC1. The product is [Br:1][C:2]1[CH:11]=[C:10]2[C:5]([C:6]3[CH:16]=[CH:15][C:14]([Br:17])=[CH:13][C:7]=3[CH2:8][O:9]2)=[CH:4][CH:3]=1. The yield is 0.860. (6) The yield is 0.945. The product is [OH:1][C:2]1[CH:3]=[CH:4][C:5]([CH2:6][CH2:7][C:8]([OH:10])=[O:9])=[CH:11][CH:12]=1. The catalyst is CO.[Pd]. The reactants are [OH:1][C:2]1[CH:12]=[CH:11][C:5]([CH:6]=[CH:7][C:8]([OH:10])=[O:9])=[CH:4][CH:3]=1.[H][H]. (7) The reactants are [N:1]12[CH2:8][CH2:7][C:4]([C:9]([C:17]3[CH:22]=[CH:21][CH:20]=[CH:19][CH:18]=3)([C:11]3[CH:16]=[CH:15][CH:14]=[CH:13][CH:12]=3)[OH:10])([CH2:5][CH2:6]1)[CH2:3][CH2:2]2.[C:23]1([CH2:29][O:30][CH2:31][CH2:32][CH2:33][CH2:34][Br:35])[CH:28]=[CH:27][CH:26]=[CH:25][CH:24]=1. The catalyst is CC#N. The product is [Br-:35].[OH:10][C:9]([C:17]1[CH:22]=[CH:21][CH:20]=[CH:19][CH:18]=1)([C:11]1[CH:12]=[CH:13][CH:14]=[CH:15][CH:16]=1)[C:4]12[CH2:5][CH2:6][N+:1]([CH2:34][CH2:33][CH2:32][CH2:31][O:30][CH2:29][C:23]3[CH:28]=[CH:27][CH:26]=[CH:25][CH:24]=3)([CH2:2][CH2:3]1)[CH2:8][CH2:7]2. The yield is 0.483. (8) The reactants are [C:1]([O:5][C:6]([O:8]C(OC(C)(C)C)=O)=O)([CH3:4])([CH3:3])[CH3:2].[CH3:16][NH2:17]. The catalyst is C1COCC1. The product is [C:1]([O:5][C:6](=[O:8])[NH:17][CH3:16])([CH3:4])([CH3:3])[CH3:2]. The yield is 0.650. (9) The reactants are Br[CH2:2][C:3]([O:5][C:6]([CH3:9])([CH3:8])[CH3:7])=[O:4].[CH3:10][O:11][C:12](=[O:43])[C:13]1[CH:18]=[C:17]([CH:19]2[CH2:24][CH2:23][CH2:22][CH2:21][CH2:20]2)[C:16]([C:25]2[CH:26]=[C:27]3[C:32](=[CH:33][CH:34]=2)[N:31]=[C:30]([C:35]2[S:39][C:38]([CH3:40])=[N:37][C:36]=2[CH3:41])[CH:29]=[CH:28]3)=[C:15](Br)[CH:14]=1. The catalyst is CN1C(=O)CCC1.C1COCC1.CC(C)([P](C(C)(C)C)([Pd][P](C(C)(C)C)(C(C)(C)C)C(C)(C)C)C(C)(C)C)C. The product is [CH3:10][O:11][C:12](=[O:43])[C:13]1[CH:18]=[C:17]([CH:19]2[CH2:20][CH2:21][CH2:22][CH2:23][CH2:24]2)[C:16]([C:25]2[CH:26]=[C:27]3[C:32](=[CH:33][CH:34]=2)[N:31]=[C:30]([C:35]2[S:39][C:38]([CH3:40])=[N:37][C:36]=2[CH3:41])[CH:29]=[CH:28]3)=[C:15]([CH2:2][C:3]([O:5][C:6]([CH3:9])([CH3:8])[CH3:7])=[O:4])[CH:14]=1. The yield is 0.750. (10) The reactants are [F:1][C:2]1[CH:3]=[C:4]([CH:28]=[CH:29][CH:30]=1)[O:5][C:6]1[CH:11]=[CH:10][C:9]([C:12]2[C:20]3[C:15](=[N:16][CH:17]=[N:18][C:19]=3[NH2:21])[N:14]([C@@H:22]3[CH2:27][CH2:26][CH2:25][NH:24][CH2:23]3)[N:13]=2)=[CH:8][CH:7]=1.[C:31]([CH2:33][C:34](O)=[O:35])#[N:32].N1(C(N2C=CN=C2)=O)C=CN=C1. The catalyst is ClCCl. The product is [NH2:21][C:19]1[N:18]=[CH:17][N:16]=[C:15]2[N:14]([C@@H:22]3[CH2:27][CH2:26][CH2:25][N:24]([C:34](=[O:35])[CH2:33][C:31]#[N:32])[CH2:23]3)[N:13]=[C:12]([C:9]3[CH:10]=[CH:11][C:6]([O:5][C:4]4[CH:28]=[CH:29][CH:30]=[C:2]([F:1])[CH:3]=4)=[CH:7][CH:8]=3)[C:20]=12. The yield is 0.570.